Task: Predict the product of the given reaction.. Dataset: Forward reaction prediction with 1.9M reactions from USPTO patents (1976-2016) Given the reactants [C:1]([O:5][C:6]([N:8]1[CH2:13][C@H:12]([OH:14])[CH2:11][CH2:10][C@@H:9]1[C@H:15]1[O:19][C:18]([CH3:21])([CH3:20])[N:17]([C:22](=[O:24])[CH3:23])[C@H:16]1[CH2:25][C:26]1[CH:31]=[C:30]([F:32])[CH:29]=[C:28]([F:33])[CH:27]=1)=[O:7])([CH3:4])([CH3:3])[CH3:2].[H-].[Na+].Br[CH2:37][CH2:38][CH:39]([CH3:41])[CH3:40], predict the reaction product. The product is: [C:1]([O:5][C:6]([N:8]1[CH2:13][C@H:12]([O:14][CH2:37][CH2:38][CH:39]([CH3:41])[CH3:40])[CH2:11][CH2:10][C@@H:9]1[C@H:15]1[O:19][C:18]([CH3:20])([CH3:21])[N:17]([C:22](=[O:24])[CH3:23])[C@H:16]1[CH2:25][C:26]1[CH:31]=[C:30]([F:32])[CH:29]=[C:28]([F:33])[CH:27]=1)=[O:7])([CH3:2])([CH3:3])[CH3:4].